Dataset: Forward reaction prediction with 1.9M reactions from USPTO patents (1976-2016). Task: Predict the product of the given reaction. (1) Given the reactants Br[CH2:2][C:3]1[C:4]([Cl:14])=[C:5]([O:12][CH3:13])[CH:6]=[C:7]([O:10][CH3:11])[C:8]=1[F:9].[C-:15]#[N:16].[Na+], predict the reaction product. The product is: [Cl:14][C:4]1[C:5]([O:12][CH3:13])=[CH:6][C:7]([O:10][CH3:11])=[C:8]([F:9])[C:3]=1[CH2:2][C:15]#[N:16]. (2) The product is: [CH2:20]([NH:27][C:28](=[O:29])[O:17][C:13]1[CH:12]=[C:11]2[C:16](=[CH:15][CH:14]=1)[N:8]([CH2:7][C:2]1[CH:3]=[CH:4][CH:5]=[CH:6][N:1]=1)[CH2:9][C:10]2([CH3:19])[CH3:18])[C:21]1[CH:26]=[CH:25][CH:24]=[CH:23][CH:22]=1. Given the reactants [N:1]1[CH:6]=[CH:5][CH:4]=[CH:3][C:2]=1[CH2:7][N:8]1[C:16]2[C:11](=[CH:12][C:13]([OH:17])=[CH:14][CH:15]=2)[C:10]([CH3:19])([CH3:18])[CH2:9]1.[CH2:20]([N:27]=[C:28]=[O:29])[C:21]1[CH:26]=[CH:25][CH:24]=[CH:23][CH:22]=1, predict the reaction product. (3) Given the reactants C(OC1C=C(C2CCNCC2)C(C)=CC=1[NH:18][C:19]1[N:24]=[C:23]2[NH:25][N:26]=[C:27]([CH3:28])[C:22]2=[C:21]([NH:29][C:30]2[CH:35]=[CH:34][CH:33]=[CH:32][C:31]=2[S:36]([CH:39]([CH3:41])[CH3:40])(=[O:38])=[O:37])[N:20]=1)(C)C.BrCCOC.C(N(CC)CC)C, predict the reaction product. The product is: [CH:39]([S:36]([C:31]1[CH:32]=[CH:33][CH:34]=[CH:35][C:30]=1[NH:29][C:21]1[N:20]=[C:19]([NH2:18])[N:24]=[C:23]2[NH:25][N:26]=[C:27]([CH3:28])[C:22]=12)(=[O:37])=[O:38])([CH3:41])[CH3:40].